From a dataset of Peptide-MHC class I binding affinity with 185,985 pairs from IEDB/IMGT. Regression. Given a peptide amino acid sequence and an MHC pseudo amino acid sequence, predict their binding affinity value. This is MHC class I binding data. (1) The peptide sequence is YHHKDLIDKI. The MHC is H-2-Db with pseudo-sequence H-2-Db. The binding affinity (normalized) is 0.270. (2) The binding affinity (normalized) is 0.702. The MHC is H-2-Kb with pseudo-sequence H-2-Kb. The peptide sequence is ISDVLGNL. (3) The peptide sequence is VLCSSSPTI. The MHC is HLA-A24:02 with pseudo-sequence HLA-A24:02. The binding affinity (normalized) is 0.314.